This data is from Reaction yield outcomes from USPTO patents with 853,638 reactions. The task is: Predict the reaction yield, written as a fraction of the theoretical maximum amount of product (1.0 means a 100% yield; for example, 0.34 means a 34% yield). (1) The reactants are [CH2:1]([O:3][C:4]([C:6]1[N:7]([C:26]2[CH:31]=[CH:30][C:29]([O:32][CH:33]([CH3:35])[CH3:34])=[CH:28][CH:27]=2)[C:8]2[C:13]([C:14]=1[NH2:15])=[CH:12][C:11]([C:16]1[CH:21]=[CH:20][C:19]([C:22]([CH3:25])([CH3:24])[CH3:23])=[CH:18][CH:17]=1)=[CH:10][CH:9]=2)=[O:5])[CH3:2].[H-].[Na+].[CH3:38]I.O. The catalyst is CN(C=O)C. The product is [CH2:1]([O:3][C:4]([C:6]1[N:7]([C:26]2[CH:27]=[CH:28][C:29]([O:32][CH:33]([CH3:34])[CH3:35])=[CH:30][CH:31]=2)[C:8]2[C:13]([C:14]=1[NH:15][CH3:38])=[CH:12][C:11]([C:16]1[CH:21]=[CH:20][C:19]([C:22]([CH3:25])([CH3:24])[CH3:23])=[CH:18][CH:17]=1)=[CH:10][CH:9]=2)=[O:5])[CH3:2]. The yield is 0.640. (2) The reactants are [Cl:1][C:2]1[N:3]=[C:4]([C:9]([NH:11][C@H:12]2[CH2:17][CH2:16][N:15]([C:18]3[S:19][C:20]([C:24]([OH:26])=O)=[C:21]([CH3:23])[N:22]=3)[CH2:14][C@H:13]2[O:27][CH3:28])=[O:10])[NH:5][C:6]=1[CH2:7][CH3:8].Cl.CN.C[CH2:33][N:34]=C=NCCCN(C)C.Cl.C1C=CC2N(O)N=NC=2C=1.C(N(C(C)C)CC)(C)C. The catalyst is CC(N(C)C)=O.ClCCl. The product is [Cl:1][C:2]1[N:3]=[C:4]([C:9]([NH:11][C@H:12]2[CH2:17][CH2:16][N:15]([C:18]3[S:19][C:20]([C:24]([NH:34][CH3:33])=[O:26])=[C:21]([CH3:23])[N:22]=3)[CH2:14][C@H:13]2[O:27][CH3:28])=[O:10])[NH:5][C:6]=1[CH2:7][CH3:8]. The yield is 0.730. (3) The reactants are [N+:1]([C:4]1[C:5]([O:19][CH3:20])=[C:6]([C:11]2[S:15][C:14]([C:16]([OH:18])=[O:17])=[CH:13][CH:12]=2)[CH:7]=[C:8]([CH3:10])[CH:9]=1)([O-])=O.C([O-])=O.[NH4+]. The catalyst is C(OCC)(=O)C.[Pd]. The product is [NH2:1][C:4]1[C:5]([O:19][CH3:20])=[C:6]([C:11]2[S:15][C:14]([C:16]([OH:18])=[O:17])=[CH:13][CH:12]=2)[CH:7]=[C:8]([CH3:10])[CH:9]=1. The yield is 0.990. (4) The catalyst is C(OCC)(=O)C. The yield is 0.990. The reactants are [F:1][C:2]1[CH:3]=[C:4]([CH:20]=[CH:21][CH:22]=1)[CH2:5][O:6][C:7]1[CH:19]=[CH:18][C:10]([CH2:11][NH:12][C@@H:13]([CH3:17])[C:14]([NH2:16])=[O:15])=[CH:9][CH:8]=1.[CH3:23][S:24]([OH:27])(=[O:26])=[O:25]. The product is [CH3:23][S:24]([OH:27])(=[O:26])=[O:25].[F:1][C:2]1[CH:3]=[C:4]([CH:20]=[CH:21][CH:22]=1)[CH2:5][O:6][C:7]1[CH:8]=[CH:9][C:10]([CH2:11][NH:12][C@@H:13]([CH3:17])[C:14]([NH2:16])=[O:15])=[CH:18][CH:19]=1. (5) The reactants are [F:1][C:2]1[CH:7]=[CH:6][C:5]([I:8])=[CH:4][C:3]=1[N:9]1[CH:14]=[C:13]([O:15][CH3:16])[C:12](=[O:17])[C:11]([C:18]([O:20]C)=[O:19])=[N:10]1.[OH-].[Na+].Cl. The catalyst is CO. The product is [F:1][C:2]1[CH:7]=[CH:6][C:5]([I:8])=[CH:4][C:3]=1[N:9]1[CH:14]=[C:13]([O:15][CH3:16])[C:12](=[O:17])[C:11]([C:18]([OH:20])=[O:19])=[N:10]1. The yield is 0.910. (6) The reactants are Br[C:2]1[C:3]([C:20]#[N:21])=[N:4][C:5]([C:8]([N:10]2[CH2:16][CH2:15][CH2:14][N:13]([CH:17]3[CH2:19][CH2:18]3)[CH2:12][CH2:11]2)=[O:9])=[CH:6][CH:7]=1.[OH:22][CH:23]1[CH2:27][CH2:26][O:25][CH2:24]1.C([O-])([O-])=O.[Cs+].[Cs+]. The catalyst is CS(C)=O.O. The product is [CH:17]1([N:13]2[CH2:14][CH2:15][CH2:16][N:10]([C:8]([C:5]3[N:4]=[C:3]([C:20]#[N:21])[C:2]([O:22][CH:23]4[CH2:27][CH2:26][O:25][CH2:24]4)=[CH:7][CH:6]=3)=[O:9])[CH2:11][CH2:12]2)[CH2:19][CH2:18]1. The yield is 0.460. (7) The reactants are [O:1]([C:3]1[CH:4]=[C:5]([CH:8]=[C:9]([O:13][CH3:14])[C:10]=1[O:11][CH3:12])[CH2:6][Br:7])[CH3:2].[C:15]1([P:21]([C:28]2[CH:33]=[CH:32][CH:31]=[CH:30][CH:29]=2)[C:22]2[CH:27]=[CH:26][CH:25]=[CH:24][CH:23]=2)[CH:20]=[CH:19][CH:18]=[CH:17][CH:16]=1. The catalyst is C1(C)C=CC=CC=1. The product is [Br-:7].[O:1]([C:3]1[CH:4]=[C:5]([CH:8]=[C:9]([O:13][CH3:14])[C:10]=1[O:11][CH3:12])[CH2:6][PH:21]([C:22]1[CH:23]=[CH:24][CH:25]=[CH:26][CH:27]=1)([C:28]1[CH:33]=[CH:32][CH:31]=[CH:30][CH:29]=1)[C:15]1[CH:16]=[CH:17][CH:18]=[CH:19][CH:20]=1)[CH3:2]. The yield is 0.864. (8) The yield is 0.350. The reactants are [NH:1]1[CH2:6][CH2:5][O:4][CH2:3][C@H:2]1[CH2:7][OH:8].[Cl:9][CH2:10][CH:11]1[CH2:13]O1. The product is [Cl:9][CH2:10][CH:11]1[O:8][CH2:7][CH:2]2[CH2:3][O:4][CH2:5][CH2:6][N:1]2[CH2:13]1. No catalyst specified. (9) The reactants are Cl.[NH2:2][C@@H:3]([CH2:7][C:8]1[CH:13]=[CH:12][C:11]([Br:14])=[CH:10][CH:9]=1)[CH2:4][CH2:5][OH:6].C(N(CC)C(C)C)(C)C.[C:24]([C:26]1[CH:27]=[C:28]([CH:32]=[CH:33][C:34]=1[O:35][CH:36]([CH3:38])[CH3:37])[C:29](O)=[O:30])#[N:25].CN(C(ON1N=NC2C=CC=CC1=2)=[N+](C)C)C.F[P-](F)(F)(F)(F)F. The catalyst is CN(C=O)C. The product is [Br:14][C:11]1[CH:10]=[CH:9][C:8]([CH2:7][C@H:3]([NH:2][C:29](=[O:30])[C:28]2[CH:32]=[CH:33][C:34]([O:35][CH:36]([CH3:38])[CH3:37])=[C:26]([C:24]#[N:25])[CH:27]=2)[CH2:4][CH2:5][OH:6])=[CH:13][CH:12]=1. The yield is 0.780.